Task: Predict the reactants needed to synthesize the given product.. Dataset: Full USPTO retrosynthesis dataset with 1.9M reactions from patents (1976-2016) (1) Given the product [CH2:7]([NH:8][CH:10]([CH2:11][CH3:12])[CH3:9])[C:1]1[CH:6]=[CH:5][CH:4]=[CH:3][CH:2]=1, predict the reactants needed to synthesize it. The reactants are: [C:1]1([CH2:7][NH2:8])[CH:6]=[CH:5][CH:4]=[CH:3][CH:2]=1.[CH3:9][C:10](=O)[CH2:11][CH3:12].[BH-](OC(C)=O)(OC(C)=O)OC(C)=O.[Na+]. (2) Given the product [F:1][C:2]1[CH:8]=[C:7]([O:9][CH2:10][CH2:11][CH2:12][CH2:13][CH2:14][CH3:15])[CH:6]=[CH:5][C:3]=1[NH:4][C:17]1[C:26]2[C:21](=[CH:22][CH:23]=[CH:24][CH:25]=2)[N:20]=[CH:19][CH:18]=1, predict the reactants needed to synthesize it. The reactants are: [F:1][C:2]1[CH:8]=[C:7]([O:9][CH2:10][CH2:11][CH2:12][CH2:13][CH2:14][CH3:15])[CH:6]=[CH:5][C:3]=1[NH2:4].Cl[C:17]1[C:26]2[C:21](=[CH:22][CH:23]=[CH:24][CH:25]=2)[N:20]=[CH:19][CH:18]=1.C(OCCCOCCCCCCCCNC1C2C(=CC=CC=2)N=CC=1)C. (3) Given the product [C:65]([C:67]1[CH:68]=[C:69]2[C:73](=[CH:74][CH:75]=1)[N:72]([CH2:76][CH2:77][O:78][C:79]1[CH:80]=[CH:81][C:82]([O:85][C:86]([F:87])([F:88])[F:89])=[CH:83][CH:84]=1)[C:71]([C:90]([OH:92])=[O:91])=[CH:70]2)#[N:66], predict the reactants needed to synthesize it. The reactants are: C(C1C=C2C(=CC=1)NC(C(OCC)=O)=C2)#N.FC(F)(F)OC1C=CC(OCCO)=CC=1.C1(P(C2C=CC=CC=2)C2C=CC=CC=2)C=CC=CC=1.CC(OC(/N=N/C(OC(C)C)=O)=O)C.[C:65]([C:67]1[CH:68]=[C:69]2[C:73](=[CH:74][CH:75]=1)[N:72]([CH2:76][CH2:77][O:78][C:79]1[CH:84]=[CH:83][C:82]([O:85][C:86]([F:89])([F:88])[F:87])=[CH:81][CH:80]=1)[C:71]([C:90]([O:92]CC)=[O:91])=[CH:70]2)#[N:66].[OH-].[Na+].Cl.